From a dataset of Forward reaction prediction with 1.9M reactions from USPTO patents (1976-2016). Predict the product of the given reaction. Given the reactants [ClH:1].[CH3:2][O:3][C:4]1[CH:5]=[C:6](/[C:12](=[CH:15]/[C:16]2[O:17][C:18]([N:21]3[CH2:26][CH2:25][N:24]([CH3:27])[CH2:23][CH2:22]3)=[CH:19][CH:20]=2)/[C:13]#[N:14])[CH:7]=[CH:8][C:9]=1[O:10][CH3:11], predict the reaction product. The product is: [ClH:1].[CH3:2][O:3][C:4]1[CH:5]=[C:6](/[C:12](=[CH:15]/[C:16]2[O:17][C:18]([N:21]3[CH2:26][CH2:25][N:24]([CH3:27])[CH2:23][CH2:22]3)=[CH:19][CH:20]=2)/[C:13]#[N:14])[CH:7]=[CH:8][C:9]=1[O:10][CH3:11].